From a dataset of Full USPTO retrosynthesis dataset with 1.9M reactions from patents (1976-2016). Predict the reactants needed to synthesize the given product. Given the product [NH2:1][CH2:2][C:3]([NH:5][CH2:6][C:7]([NH:9][C@H:10]([C:14]([NH:16][C@H:17]([C:22]([NH:32][C@H:33]([C:37]([NH:39][C@H:40]([C:46]([N:48]1[CH2:65][CH2:64][CH2:61][C@H:49]1[C:50]([NH:52][CH2:53][C:54]([OH:56])=[O:55])=[O:51])=[O:47])[CH2:41][CH2:42][C:43](=[O:45])[NH2:44])=[O:38])[CH:34]([CH3:35])[CH3:36])=[O:23])[CH2:18][CH:19]([CH3:21])[CH3:20])=[O:15])[CH:11]([CH3:12])[CH3:13])=[O:8])=[O:4], predict the reactants needed to synthesize it. The reactants are: [NH:1](C(OC(C)(C)C)=O)[CH2:2][C:3]([NH:5][CH2:6][C:7]([NH:9][C@H:10]([C:14]([NH:16][C@H:17]([C:22](O)=[O:23])[CH2:18][CH:19]([CH3:21])[CH3:20])=[O:15])[CH:11]([CH3:13])[CH3:12])=[O:8])=[O:4].[NH2:32][C@H:33]([C:37]([NH:39][C@H:40]([C:46]([N:48]1CC[CH2:61][C@H:49]1[C:50]([NH:52][CH2:53][C:54]([O:56]C(C)(C)C)=[O:55])=[O:51])=[O:47])[CH2:41][CH2:42][C:43](=[O:45])[NH2:44])=[O:38])[CH:34]([CH3:36])[CH3:35].[CH2:64](Cl)[CH2:65]Cl.Cl.O1CCOCC1.